From a dataset of Catalyst prediction with 721,799 reactions and 888 catalyst types from USPTO. Predict which catalyst facilitates the given reaction. (1) Reactant: [S:1]1[CH2:6][CH2:5][CH:4]([NH:7][C:8]([C:10]2[C:11]3[CH2:12][C@H:13]4[CH2:26][C@H:14]4[C:15]=3[N:16]([C:18]3[CH:23]=[CH:22][C:21]([F:24])=[CH:20][C:19]=3[F:25])[N:17]=2)=[O:9])[CH2:3][CH2:2]1.ClC1C=C(C=CC=1)C(OO)=[O:32]. Product: [O:32]=[S:1]1[CH2:6][CH2:5][CH:4]([NH:7][C:8]([C:10]2[C:11]3[CH2:12][C@H:13]4[CH2:26][C@H:14]4[C:15]=3[N:16]([C:18]3[CH:23]=[CH:22][C:21]([F:24])=[CH:20][C:19]=3[F:25])[N:17]=2)=[O:9])[CH2:3][CH2:2]1. The catalyst class is: 2. (2) Reactant: [NH2:1][C:2]1[N:7]=[C:6]([Cl:8])[CH:5]=[C:4]([NH2:9])[N:3]=1.[CH:10]1([N+:16]#[C-:17])[CH2:15][CH2:14][CH2:13][CH2:12][CH2:11]1.[CH:18](=[O:20])[CH3:19].[C:21]([Cl:24])(=O)[CH3:22]. Product: [Cl-:8].[C:18]([N+:7]1[C:6]([CH3:5])=[C:17]([NH:16][CH:10]2[CH2:15][CH2:14][CH2:13][CH2:12][CH2:11]2)[N:3]2[C:4]([NH2:9])=[CH:22][C:21]([Cl:24])=[N:1][C:2]=12)(=[O:20])[CH3:19]. The catalyst class is: 519. (3) Reactant: [CH3:1][O:2][C:3]1[CH:12]=[C:11]2[C:6]([C:7]([CH3:20])=[CH:8][C:9]([NH:13][C@H:14]3[CH2:18][CH2:17][C@H:16]([NH2:19])[CH2:15]3)=[N:10]2)=[CH:5][CH:4]=1.[CH3:21][N:22]1[C:34]2[C:33]3[N:32]=[CH:31][CH:30]=[CH:29][C:28]=3[CH:27]=[CH:26][C:25]=2[C:24]([CH:35]=O)=[CH:23]1.[BH4-].[Na+].Cl.[OH-].[Na+]. Product: [CH3:1][O:2][C:3]1[CH:12]=[C:11]2[C:6]([C:7]([CH3:20])=[CH:8][C:9]([NH:13][C@H:14]3[CH2:18][CH2:17][C@H:16]([NH:19][CH2:35][C:24]4[C:25]5[CH:26]=[CH:27][C:28]6[CH:29]=[CH:30][CH:31]=[N:32][C:33]=6[C:34]=5[N:22]([CH3:21])[CH:23]=4)[CH2:15]3)=[N:10]2)=[CH:5][CH:4]=1. The catalyst class is: 5.